From a dataset of NCI-60 drug combinations with 297,098 pairs across 59 cell lines. Regression. Given two drug SMILES strings and cell line genomic features, predict the synergy score measuring deviation from expected non-interaction effect. (1) Drug 1: CC12CCC(CC1=CCC3C2CCC4(C3CC=C4C5=CN=CC=C5)C)O. Drug 2: C1=NC2=C(N1)C(=S)N=CN2. Cell line: SK-MEL-5. Synergy scores: CSS=4.46, Synergy_ZIP=-5.92, Synergy_Bliss=-7.42, Synergy_Loewe=-19.8, Synergy_HSA=-9.07. (2) Drug 1: C1CCN(CC1)CCOC2=CC=C(C=C2)C(=O)C3=C(SC4=C3C=CC(=C4)O)C5=CC=C(C=C5)O. Drug 2: C1CNP(=O)(OC1)N(CCCl)CCCl. Cell line: OVCAR-8. Synergy scores: CSS=-5.49, Synergy_ZIP=0.758, Synergy_Bliss=-5.03, Synergy_Loewe=-5.89, Synergy_HSA=-6.73.